This data is from Reaction yield outcomes from USPTO patents with 853,638 reactions. The task is: Predict the reaction yield, written as a fraction of the theoretical maximum amount of product (1.0 means a 100% yield; for example, 0.34 means a 34% yield). (1) The reactants are [F:1][C:2]1[CH:7]=[CH:6][CH:5]=[CH:4][C:3]=1[C:8]1[NH:12][CH:11]=[C:10]([CH:13]=[O:14])[CH:9]=1.[H-].[Na+].C1OCCOCCOCCOCCOC1.Cl.[N:33]1[CH:38]=[CH:37][CH:36]=[C:35]([S:39](Cl)(=[O:41])=[O:40])[CH:34]=1. The catalyst is O1CCCC1.[Cl-].[Na+].O. The product is [F:1][C:2]1[CH:7]=[CH:6][CH:5]=[CH:4][C:3]=1[C:8]1[N:12]([S:39]([C:35]2[CH:34]=[N:33][CH:38]=[CH:37][CH:36]=2)(=[O:41])=[O:40])[CH:11]=[C:10]([CH:13]=[O:14])[CH:9]=1. The yield is 0.820. (2) The reactants are [Br:1][C:2]1[C:10]2[C:9](Cl)=[N:8][CH:7]=[N:6][C:5]=2[N:4]([CH2:12][O:13][CH3:14])[CH:3]=1.[OH-].[NH4+:16]. No catalyst specified. The product is [Br:1][C:2]1[C:10]2[C:9]([NH2:16])=[N:8][CH:7]=[N:6][C:5]=2[N:4]([CH2:12][O:13][CH3:14])[CH:3]=1. The yield is 0.710.